From a dataset of Full USPTO retrosynthesis dataset with 1.9M reactions from patents (1976-2016). Predict the reactants needed to synthesize the given product. Given the product [CH3:19][C:16]1([CH3:20])[O:15][CH:14]([CH2:13][N:6]2[CH:5]=[CH:4][C:3]3[C:8](=[CH:9][CH:10]=[CH:11][C:2]=3[I:29])[C:7]2=[O:12])[CH2:18][O:17]1, predict the reactants needed to synthesize it. The reactants are: N[C:2]1[CH:11]=[CH:10][CH:9]=[C:8]2[C:3]=1[CH:4]=[CH:5][N:6]([CH2:13][CH:14]1[CH2:18][O:17][C:16]([CH3:20])([CH3:19])[O:15]1)[C:7]2=[O:12].N([O-])=O.[Na+].CS(C)=O.[IH:29].C([O-])(O)=O.[Na+].